From a dataset of Catalyst prediction with 721,799 reactions and 888 catalyst types from USPTO. Predict which catalyst facilitates the given reaction. The catalyst class is: 11. Product: [Cl:20][CH2:12][C:9]1[CH:10]=[CH:11][C:6]([O:5][CH2:4][CH:1]2[CH2:3][CH2:2]2)=[C:7]([C:14]([F:17])([F:16])[F:15])[CH:8]=1. Reactant: [CH:1]1([CH2:4][O:5][C:6]2[CH:11]=[CH:10][C:9]([CH2:12]O)=[CH:8][C:7]=2[C:14]([F:17])([F:16])[F:15])[CH2:3][CH2:2]1.S(Cl)([Cl:20])=O.